Dataset: Reaction yield outcomes from USPTO patents with 853,638 reactions. Task: Predict the reaction yield, written as a fraction of the theoretical maximum amount of product (1.0 means a 100% yield; for example, 0.34 means a 34% yield). (1) The reactants are C[O:2][C:3]1[CH:8]=[C:7]([CH2:9][CH2:10][CH3:11])[CH:6]=[CH:5][C:4]=1[OH:12].B(Br)(Br)Br. The catalyst is C(Cl)Cl. The product is [OH:2][C:3]1[CH:8]=[C:7]([CH2:9][CH2:10][CH3:11])[CH:6]=[CH:5][C:4]=1[OH:12]. The yield is 0.860. (2) The reactants are [C:1]1([CH:7]2[O:17][C:11]3([CH2:16][CH2:15][NH:14][CH2:13][CH2:12]3)[CH2:10][N:9]([CH2:18][C:19]([F:22])([F:21])[F:20])[CH2:8]2)[CH:6]=[CH:5][CH:4]=[CH:3][CH:2]=1.[CH:23]([O:26][C:27]1[CH:35]=[CH:34][C:30]([C:31](O)=[O:32])=[CH:29][C:28]=1[CH3:36])([CH3:25])[CH3:24].F[P-](F)(F)(F)(F)F.N1(OC(N(C)C)=[N+](C)C)C2N=CC=CC=2N=N1.C(N(C(C)C)CC)(C)C. The catalyst is CN(C=O)C.C(OCC)(=O)C. The product is [CH:23]([O:26][C:27]1[CH:35]=[CH:34][C:30]([C:31]([N:14]2[CH2:15][CH2:16][C:11]3([O:17][CH:7]([C:1]4[CH:2]=[CH:3][CH:4]=[CH:5][CH:6]=4)[CH2:8][N:9]([CH2:18][C:19]([F:21])([F:22])[F:20])[CH2:10]3)[CH2:12][CH2:13]2)=[O:32])=[CH:29][C:28]=1[CH3:36])([CH3:25])[CH3:24]. The yield is 0.730. (3) The reactants are [OH:1][C@@H:2]1[CH2:7][CH2:6][C@H:5]([C:8]([OH:10])=[O:9])[CH2:4][CH2:3]1.S(=O)(=O)(O)O.[C:16](=O)([O-])[O-].[Na+].[Na+]. The catalyst is CO. The product is [CH3:16][O:9][C:8]([C@H:5]1[CH2:6][CH2:7][C@@H:2]([OH:1])[CH2:3][CH2:4]1)=[O:10]. The yield is 0.940. (4) The reactants are C(OC(=O)[NH:7][C@H:8]([C:10]1[N:14]([CH:15]([CH3:17])[CH3:16])[C:13]2[CH:18]=[C:19]([F:22])[CH:20]=[CH:21][C:12]=2[N:11]=1)[CH3:9])(C)(C)C.C(O)(C(F)(F)F)=O. The catalyst is C(Cl)Cl. The product is [F:22][C:19]1[CH:20]=[CH:21][C:12]2[N:11]=[C:10]([C@@H:8]([NH2:7])[CH3:9])[N:14]([CH:15]([CH3:17])[CH3:16])[C:13]=2[CH:18]=1. The yield is 0.720. (5) The reactants are [F:1][C:2]1[CH:3]=[C:4]([CH2:8][C:9]([OH:11])=[O:10])[CH:5]=[CH:6][CH:7]=1.C[Si]([N-][Si](C)(C)C)(C)C.[Na+].[Cl:22][CH2:23][CH2:24][CH2:25][CH2:26]I. No catalyst specified. The product is [Cl:22][CH2:23][CH2:24][CH2:25][CH2:26][CH:8]([C:4]1[CH:5]=[CH:6][CH:7]=[C:2]([F:1])[CH:3]=1)[C:9]([OH:11])=[O:10]. The yield is 0.910.